Dataset: Drug-target binding data from BindingDB using Ki measurements. Task: Regression. Given a target protein amino acid sequence and a drug SMILES string, predict the binding affinity score between them. We predict pKi (pKi = -log10(Ki in M); higher means stronger inhibition). Dataset: bindingdb_ki. (1) The compound is NC(CCC(=O)NCS(=O)(=O)O)C(=O)O. The target protein (P42263) has sequence MARQKKMGQSVLRAVFFLVLGLLGHSHGGFPNTISIGGLFMRNTVQEHSAFRFAVQLYNTNQNTTEKPFHLNYHVDHLDSSNSFSVTNAFCSQFSRGVYAIFGFYDQMSMNTLTSFCGALHTSFVTPSFPTDADVQFVIQMRPALKGAILSLLGHYKWEKFVYLYDTERGFSILQAIMEAAVQNNWQVTARSVGNIKDVQEFRRIIEEMDRRQEKRYLIDCEVERINTILEQVVILGKHSRGYHYMLANLGFTDILLERVMHGGANITGFQIVNNENPMVQQFIQRWVRLDEREFPEAKNAPLKYTSALTHDAILVIAEAFRYLRRQRVDVSRRGSAGDCLANPAVPWSQGIDIERALKMVQVQGMTGNIQFDTYGRRTNYTIDVYEMKVSGSRKAGYWNEYERFVPFSDQQISNDSASSENRTIVVTTILESPYVMYKKNHEQLEGNERYEGYCVDLAYEIAKHVRIKYKLSIVGDGKYGARDPETKIWNGMVGELVYG.... The pKi is 5.0. (2) The compound is COC(=O)c1ccc2nc(N)sc2c1. The target protein sequence is MEAPAAVVTGAAKRIGRAIAVKLHQTGYRVVIHYHNSAEAAVSLADELNKERSNTAVVCQADLTNSNVLPASCEEIINSCFRAFGRCDVLVNNASAFYPTPLVQGDHEDNSNGKTVETQVAELIGTNAIAPFLLTMSFAQRQKGTNPNCTSSNLSIVNLCDAMVDQPCMAFSLYNMGKHALVGLTQSAALELAPYGIRVNGVAPGVSLLPVAMGEEEKDKWRRKVPLGRREASAEQIADAVIFLVSGSAQYITGSIIKVDGGLSLVHA. The pKi is 4.7. (3) The compound is CSCC[C@H](NC(=O)[C@H](CC(C)C)NC(=O)[C@H](Cc1cnc[nH]1)NC(=O)CNC(=O)[C@@H](NC(=O)[C@H](C)NC(=O)[C@H](Cc1c[nH]c2ccccc12)NC(=O)[C@H](CCC(N)=O)NC(=O)[C@H](CC(N)=O)NC(=O)CNC(=O)[C@H](CC(C)C)NC(=O)[C@H](CCCN=C(N)N)NC(=O)[C@H](CCC(N)=O)NC(=O)[C@@H]1CCC(=O)N1)C(C)C)C(N)=O. The target protein (P07492) has sequence MRGRELPLVLLALVLCLAPRGRAVPLPAGGGTVLTKMYPRGNHWAVGHLMGKKSTGESSSVSERGSLKQQLREYIRWEEAARNLLGLIEAKENRNHQPPQPKALGNQQPSWDSEDSSNFKDVGSKGKVGRLSAPGSQREGRNPQLNQQ. The pKi is 9.3. (4) The small molecule is CC(C)C[C@H](NC(=O)[C@H](CCCCN)NC(=O)CNC(=O)[C@H](CC(C)C)NC(=O)[C@@H](NC(=O)[C@H](CS)NC(=O)[C@@H](NC(=O)[C@H](CO)NC(=O)[C@H](CC(C)C)NC(=O)[C@H](CC(N)=O)NC(=O)[C@H](CO)NC(=O)[C@@H](N)CS)[C@@H](C)O)C(C)C)C(=O)N[C@@H](CO)C(=O)N[C@@H](CCC(N)=O)C(=O)N[C@@H](CCC(=O)O)C(=O)N[C@@H](CC(C)C)C(=O)N[C@H]1CC(=O)NCCC[C@@H](C(=O)N[C@@H](Cc2ccc(O)cc2)C(=O)N2CCC[C@@H]2C(=O)N[C@@H](CCCN=C(N)N)C(=O)N[C@H](C(=O)N[C@@H](CC(N)=O)C(=O)N[C@H](C(=O)NCC(=O)N[C@@H](CO)C(=O)NCC(=O)N[C@H](C(=O)N2CCC[C@@H]2C(N)=O)[C@@H](C)O)[C@@H](C)O)[C@@H](C)O)NC(=O)[C@H](Cc2cn(N)cn2)NC(=O)[C@H](CC(C)C)NC(=O)[C@H](CCCCN)NC1=O. The target protein sequence is MQFSGEKISGQRDLQKSKMRFTFTSRCLALFLLLNHPTPILPAFSNQTYPTIEPKPFLYVVGRKKMMDAQYKCYDRMQQLPAYQGEGPYCNRTWDGWLCWDDTPAGVLSYQFCPDYFPDFDPSEKVTKYCDEKGVWFKHPENNRTWSNYTMCNAFTPEKLKNAYVLYYLAIVGHSLSIFTLVISLGIFVFFRKLTTIFPLNWKYRKALSLGCQRVTLHKNMFLTYILNSMIIIIHLVEVVPNGELVRRDPVSCKILHFFHQYMMACNYFWMLCEGIYLHTLIVVAVFTEKQRLRWYYLLGWGFPLVPTTIHAITRAVYFNDNCWLSVETHLLYIIHGPVMAALVVNFFFLLNIVRVLVTKMRETHEAESHMYLKAVKATMILVPLLGIQFVVFPWRPSNKMLGKIYDYVMHSLIHFQGFFVATIYCFCNNEVQTTVKRQWAQFKIQWNQRWGRRPSNRSARAAAAAAEAGDIPIYICHQEPRNEPANNQGEESAEIIPLN.... The pKi is 9.8. (5) The pKi is 3.6. The target protein (Q5MY95) has sequence MGLSRKEQVFLALLGASGVSGLTALILLLVEATSVLLPTDIKFGIVFDAGSSHTSLFLYQWLANKENGTGVVSQALACQVEGPGISSYTSNAAQAGESLQGCLEEALVLIPEAQHRKTPTFLGATAGMRLLSRKNSSQARDIFAAVTQVLGRSPVDFWGAELLAGQAEGAFGWITVNYGLGTLVKYSFTGEWIQPPEEMLVGALDMGGASTQITFVPGGPILDKSTQADFRLYGSDYSVYTHSYLCFGRDQMLSRLLVGLVQSRPAALLRHPCYLSGYQTTLALGPLYESPCVHATPPLSLPQNLTVEGTGNPGACVSAIRELFNFSSCQGQEDCAFDGVYQPPLRGQFYAFSNFYYTFHFLNLTSRQPLSTVNATIWEFCQRPWKLVEASYPGQDRWLRDYCASGLYILTLLHEGYGFSEETWPSLEFRKQAGGVDIGWTLGYMLNLTGMIPADAPAQWRAESYGVWVAKVVFMVLALVAVVGAALVQLFWLQD. The small molecule is CCOP(=O)(Cc1ccc(NC(=O)CCCNC(=O)[C@H]2O[C@@H](n3ccc(=O)[nH]c3=O)[C@H](O)[C@@H]2O)cc1)OCC.